This data is from Catalyst prediction with 721,799 reactions and 888 catalyst types from USPTO. The task is: Predict which catalyst facilitates the given reaction. (1) Reactant: [OH:1][CH:2]1[CH:6]([OH:7])[CH2:5][C:4]([CH3:30])([C:8]([NH:10][CH2:11][CH2:12][CH2:13][NH:14][C:15](=[O:29])[CH2:16][CH2:17][CH2:18][CH2:19][C@H:20]2[C@@H:27]3[C@@H:23]([NH:24][C:25](=[O:28])[NH:26]3)[CH2:22][S:21]2)=[O:9])[CH2:3]1.I([O-])(=O)=O. Product: [CH3:30][C:4]([CH2:5][CH:6]=[O:7])([CH2:3][CH:2]=[O:1])[C:8]([NH:10][CH2:11][CH2:12][CH2:13][NH:14][C:15](=[O:29])[CH2:16][CH2:17][CH2:18][CH2:19][C@H:20]1[C@@H:27]2[C@@H:23]([NH:24][C:25](=[O:28])[NH:26]2)[CH2:22][S:21]1)=[O:9]. The catalyst class is: 72. (2) Reactant: O=[CH:2][CH2:3][CH2:4][N:5]1[CH:13]=[C:12]2[C:7]([CH:8]=[C:9]([NH:14][C:15]([NH:17][C:18]3[CH:23]=[CH:22][C:21]([O:24][C:25]4[CH:30]=[CH:29][CH:28]=[CH:27][CH:26]=4)=[CH:20][CH:19]=3)=[O:16])[CH:10]=[CH:11]2)=[N:6]1.CC(O)=O.[NH:35]1[CH2:40][CH2:39][CH2:38][CH:37]([CH2:41][OH:42])[CH2:36]1. Product: [OH:42][CH2:41][CH:37]1[CH2:38][CH2:39][CH2:40][N:35]([CH2:2][CH2:3][CH2:4][N:5]2[CH:13]=[C:12]3[C:7]([CH:8]=[C:9]([NH:14][C:15]([NH:17][C:18]4[CH:23]=[CH:22][C:21]([O:24][C:25]5[CH:30]=[CH:29][CH:28]=[CH:27][CH:26]=5)=[CH:20][CH:19]=4)=[O:16])[CH:10]=[CH:11]3)=[N:6]2)[CH2:36]1. The catalyst class is: 5. (3) Reactant: [Cl:1][C:2]1[CH:11]=[CH:10][CH:9]=[C:8]2[C:3]=1[N:4]=[CH:5][CH:6]=[N:7]2.C1C=C(Cl)C=C(C(OO)=[O:20])C=1. Product: [Cl:1][C:2]1[CH:11]=[CH:10][CH:9]=[C:8]2[C:3]=1[N:4]=[CH:5][CH:6]=[N+:7]2[O-:20]. The catalyst class is: 4. (4) Reactant: [Br:1][C:2]1[CH:3]=[C:4]([CH:8]=O)[CH:5]=[N:6][CH:7]=1.C(O)(=O)[CH2:11][C:12]([OH:14])=[O:13].N1CCCCC1. Product: [Br:1][C:2]1[CH:3]=[C:4]([CH:8]=[CH:11][C:12]([OH:14])=[O:13])[CH:5]=[N:6][CH:7]=1. The catalyst class is: 17. (5) Reactant: C(O)(C(F)(F)F)=O.C(OC([NH:15][C:16]1[CH:21]=[CH:20][C:19]([NH:22][C:23]([O:25][CH2:26][CH:27]2[C:39]3[CH:38]=[CH:37][CH:36]=[CH:35][C:34]=3[C:33]3[C:28]2=[CH:29][CH:30]=[CH:31][CH:32]=3)=[O:24])=[CH:18][CH:17]=1)=O)(C)(C)C. Product: [NH2:15][C:16]1[CH:17]=[CH:18][C:19]([NH:22][C:23]([O:25][CH2:26][CH:27]2[C:39]3[CH:38]=[CH:37][CH:36]=[CH:35][C:34]=3[C:33]3[C:28]2=[CH:29][CH:30]=[CH:31][CH:32]=3)=[O:24])=[CH:20][CH:21]=1. The catalyst class is: 2. (6) Reactant: [C:1]([O:5][C:6](=[O:14])[NH:7][CH2:8][CH2:9][O:10][CH2:11][CH2:12][OH:13])([CH3:4])([CH3:3])[CH3:2].N1C=CC=CC=1.[C:21](Cl)(=[O:25])[O:22][CH2:23][CH3:24]. Product: [C:21](=[O:25])([O:22][CH2:23][CH3:24])[O:13][CH2:12][CH2:11][O:10][CH2:9][CH2:8][NH:7][C:6]([O:5][C:1]([CH3:4])([CH3:2])[CH3:3])=[O:14]. The catalyst class is: 13. (7) Reactant: [Cl:1][C:2]1[CH:7]=[C:6]([Cl:8])[CH:5]=[CH:4][C:3]=1[CH2:9][C:10](=O)[CH3:11].Cl.[NH2:14][OH:15].N1C=CC=CC=1. Product: [Cl:1][C:2]1[CH:7]=[C:6]([Cl:8])[CH:5]=[CH:4][C:3]=1[CH2:9][C:10](=[N:14][OH:15])[CH3:11]. The catalyst class is: 5. (8) Reactant: N#N.[NH:3]1[C:7]2[CH:8]=[CH:9][CH:10]=[CH:11][C:6]=2[N:5]=[C:4]1[CH:12]([NH2:24])[CH2:13][C:14]1[CH:19]=[C:18]([F:20])[C:17]([O:21][CH3:22])=[C:16]([F:23])[CH:15]=1.[C:25](N1C=CN=C1)(N1C=CN=C1)=[O:26].O. Product: [F:23][C:16]1[CH:15]=[C:14]([CH:19]=[C:18]([F:20])[C:17]=1[O:21][CH3:22])[CH2:13][CH:12]1[C:4]2=[N:5][C:6]3[CH:11]=[CH:10][CH:9]=[CH:8][C:7]=3[N:3]2[C:25](=[O:26])[NH:24]1. The catalyst class is: 1. (9) Reactant: [NH2:1][C:2]1[CH:3]=[C:4]([CH:8]=[CH:9][C:10]=1[NH2:11])[C:5]([OH:7])=[O:6].[F:12][C:13]([F:22])([F:21])[C:14](=O)[C:15](OCC)=[O:16]. Product: [OH:16][C:15]1[C:14]([C:13]([F:22])([F:21])[F:12])=[N:11][C:10]2[C:2]([N:1]=1)=[CH:3][C:4]([C:5]([OH:7])=[O:6])=[CH:8][CH:9]=2. The catalyst class is: 8.